This data is from Full USPTO retrosynthesis dataset with 1.9M reactions from patents (1976-2016). The task is: Predict the reactants needed to synthesize the given product. (1) Given the product [CH3:14][N:13]1[C:12]2[CH:11]=[CH:10][C:4]([C:5]([O:7][CH2:8][CH3:9])=[O:6])=[CH:3][C:2]=2[N:1]=[C:20]1[CH3:21], predict the reactants needed to synthesize it. The reactants are: [NH2:1][C:2]1[CH:3]=[C:4]([CH:10]=[CH:11][C:12]=1[NH:13][CH3:14])[C:5]([O:7][CH2:8][CH3:9])=[O:6].C(=O)(O)[O-].[Na+].[C:20](OC(=O)C)(=O)[CH3:21]. (2) Given the product [Cl:20][C:21]1[CH:26]=[C:25]([Cl:27])[CH:24]=[CH:23][C:22]=1[C:2]1[CH:3]=[CH:4][C:5]([CH2:18][CH3:19])=[C:6]([CH:8]2[C:14](=[O:15])[CH:13]3[CH2:16][CH:10]([CH2:11][CH2:12]3)[C:9]2=[O:17])[CH:7]=1, predict the reactants needed to synthesize it. The reactants are: Br[C:2]1[CH:3]=[CH:4][C:5]([CH2:18][CH3:19])=[C:6]([CH:8]2[C:14](=[O:15])[CH:13]3[CH2:16][CH:10]([CH2:11][CH2:12]3)[C:9]2=[O:17])[CH:7]=1.[Cl:20][C:21]1[CH:26]=[C:25]([Cl:27])[CH:24]=[CH:23][C:22]=1B(O)O.[F-].[Cs+]. (3) Given the product [C:16]([SiH2:19][O:27][C:6]([CH3:5])([CH3:8])[C:7]1[CH:13]=[CH:14][N:10]=[C:11]([NH2:12])[CH:2]=1)([CH3:18])([CH3:17])[CH3:15], predict the reactants needed to synthesize it. The reactants are: N[C:2]1[CH:7]=[C:6]([CH2:8]O)[CH:5]=CN=1.[NH:10]1[CH:14]=[CH:13][N:12]=[CH:11]1.[CH3:15][C:16]([Si:19](Cl)(C)C)([CH3:18])[CH3:17].CN(C=[O:27])C. (4) Given the product [Cl:12][C:13]1[CH:18]=[C:17]([C:9](=[O:10])/[CH:8]=[CH:7]/[C:6]([OH:5])=[O:11])[CH:16]=[CH:15][C:14]=1[Cl:19], predict the reactants needed to synthesize it. The reactants are: [Al+3].[Cl-].[Cl-].[Cl-].[O:5]1[C:9](=[O:10])[CH:8]=[CH:7][C:6]1=[O:11].[Cl:12][C:13]1[CH:18]=[CH:17][CH:16]=[CH:15][C:14]=1[Cl:19].Cl.